This data is from Catalyst prediction with 721,799 reactions and 888 catalyst types from USPTO. The task is: Predict which catalyst facilitates the given reaction. Reactant: [CH:1]12[NH:8][CH:5]([CH2:6][CH2:7]1)[CH2:4][C:3]([C:9]1[NH:26][C:12]3=[N:13][CH:14]=[CH:15][C:16]([C:17]4[CH:22]=[C:21]([F:23])[CH:20]=[CH:19][C:18]=4[O:24][CH3:25])=[C:11]3[CH:10]=1)=[CH:2]2.[CH3:27][S:28](Cl)(=[O:30])=[O:29].C(N(CC)CC)C.C(=O)(O)[O-].[Na+]. Product: [F:23][C:21]1[CH:20]=[CH:19][C:18]([O:24][CH3:25])=[C:17]([C:16]2[CH:15]=[CH:14][N:13]=[C:12]3[NH:26][C:9]([C:3]4[CH2:4][CH:5]5[N:8]([S:28]([CH3:27])(=[O:30])=[O:29])[CH:1]([CH2:7][CH2:6]5)[CH:2]=4)=[CH:10][C:11]=23)[CH:22]=1. The catalyst class is: 391.